Dataset: Full USPTO retrosynthesis dataset with 1.9M reactions from patents (1976-2016). Task: Predict the reactants needed to synthesize the given product. (1) Given the product [ClH:41].[ClH:41].[NH2:8][CH2:9][C:10]1[C:11]([C:34]2[CH:35]=[CH:36][C:37]([CH3:40])=[CH:38][CH:39]=2)=[C:12]([CH2:21][O:22][C:23]2[CH:31]=[C:30]([O:32][CH3:33])[CH:29]=[CH:28][C:24]=2[C:25]([OH:27])=[O:26])[C:13]([CH3:20])=[N:14][C:15]=1[CH2:16][CH:17]([CH3:19])[CH3:18], predict the reactants needed to synthesize it. The reactants are: C(OC([NH:8][CH2:9][C:10]1[C:11]([C:34]2[CH:39]=[CH:38][C:37]([CH3:40])=[CH:36][CH:35]=2)=[C:12]([CH2:21][O:22][C:23]2[CH:31]=[C:30]([O:32][CH3:33])[CH:29]=[CH:28][C:24]=2[C:25]([OH:27])=[O:26])[C:13]([CH3:20])=[N:14][C:15]=1[CH2:16][CH:17]([CH3:19])[CH3:18])=O)(C)(C)C.[ClH:41]. (2) Given the product [NH:15]([C:2]1[CH:11]=[C:10]([CH:12]([CH3:14])[CH3:13])[C:9]2[C:4](=[CH:5][CH:6]=[CH:7][CH:8]=2)[N:3]=1)[NH2:16], predict the reactants needed to synthesize it. The reactants are: Cl[C:2]1[CH:11]=[C:10]([CH:12]([CH3:14])[CH3:13])[C:9]2[C:4](=[CH:5][CH:6]=[CH:7][CH:8]=2)[N:3]=1.[NH2:15][NH2:16]. (3) The reactants are: [H-].[Na+].[Br:3][C:4]1[CH:5]=[C:6]2[C:10](=[CH:11][CH:12]=1)[NH:9][CH:8]=[CH:7]2.[H][H].I[CH2:16][CH3:17]. Given the product [Br:3][C:4]1[CH:5]=[C:6]2[C:10](=[CH:11][CH:12]=1)[N:9]([CH2:16][CH3:17])[CH:8]=[CH:7]2, predict the reactants needed to synthesize it. (4) The reactants are: I[C:2]1[CH:3]=[C:4]([N:11]2[CH2:16][CH2:15][O:14][CH2:13][CH2:12]2)[CH:5]=[C:6]([N+:8]([O-:10])=[O:9])[CH:7]=1.[CH3:17][C:18]1([CH3:34])[C:22]([CH3:24])([CH3:23])[O:21][B:20]([B:20]2[O:21][C:22]([CH3:24])([CH3:23])[C:18]([CH3:34])([CH3:17])[O:19]2)[O:19]1.C([O-])(=O)C.[K+].CS(C)=O. Given the product [N+:8]([C:6]1[CH:5]=[C:4]([N:11]2[CH2:16][CH2:15][O:14][CH2:13][CH2:12]2)[CH:3]=[C:2]([B:20]2[O:21][C:22]([CH3:24])([CH3:23])[C:18]([CH3:34])([CH3:17])[O:19]2)[CH:7]=1)([O-:10])=[O:9], predict the reactants needed to synthesize it. (5) Given the product [Cl:19][C:20]1[CH:25]=[C:24]([C:26]2([C:28]([F:31])([F:29])[F:30])[O:1][N:2]=[C:3]([C:4]3[CH:9]=[CH:8][CH:7]=[C:6]([N+:10]([O-:12])=[O:11])[CH:5]=3)[CH2:27]2)[CH:23]=[C:22]([Cl:32])[CH:21]=1, predict the reactants needed to synthesize it. The reactants are: [OH:1][N:2]=[C:3](Cl)[C:4]1[CH:9]=[CH:8][CH:7]=[C:6]([N+:10]([O-:12])=[O:11])[CH:5]=1.C([O-])(O)=O.[Na+].[Cl:19][C:20]1[CH:25]=[C:24]([C:26]([C:28]([F:31])([F:30])[F:29])=[CH2:27])[CH:23]=[C:22]([Cl:32])[CH:21]=1. (6) The reactants are: Cl[C:2]1([C:13]2[CH:18]=[CH:17][CH:16]=[CH:15][C:14]=2[O:19][CH3:20])[C:10]2[C:5](=[CH:6][CH:7]=[C:8]([Cl:11])[CH:9]=2)[NH:4][C:3]1=[O:12].FC(F)(F)C(O)=O.[NH2:28][C@@H:29]([CH2:35][CH:36]([CH3:38])[CH3:37])[C:30]([N:32]([CH3:34])[CH3:33])=[O:31]. Given the product [Cl:11][C:8]1[CH:9]=[C:10]2[C:5](=[CH:6][CH:7]=1)[NH:4][C:3](=[O:12])[C:2]2([NH:28][C@@H:29]([CH2:35][CH:36]([CH3:38])[CH3:37])[C:30]([N:32]([CH3:34])[CH3:33])=[O:31])[C:13]1[CH:18]=[CH:17][CH:16]=[CH:15][C:14]=1[O:19][CH3:20], predict the reactants needed to synthesize it. (7) Given the product [C:25]([O:29][C:30](=[O:35])[NH:31][CH2:32][CH2:33][S:34][C:2]1[S:6][C:5]([NH:7][C:8]([NH:10][C:11]2[CH:16]=[CH:15][C:14]([CH3:17])=[CH:13][C:12]=2[C:18]([CH:20]2[CH2:24][CH2:23][CH2:22][CH2:21]2)=[O:19])=[O:9])=[N:4][CH:3]=1)([CH3:28])([CH3:26])[CH3:27], predict the reactants needed to synthesize it. The reactants are: Br[C:2]1[S:6][C:5]([NH:7][C:8]([NH:10][C:11]2[CH:16]=[CH:15][C:14]([CH3:17])=[CH:13][C:12]=2[C:18]([CH:20]2[CH2:24][CH2:23][CH2:22][CH2:21]2)=[O:19])=[O:9])=[N:4][CH:3]=1.[C:25]([O:29][C:30](=[O:35])[NH:31][CH2:32][CH2:33][SH:34])([CH3:28])([CH3:27])[CH3:26].